Predict the reactants needed to synthesize the given product. From a dataset of Full USPTO retrosynthesis dataset with 1.9M reactions from patents (1976-2016). (1) Given the product [F:34][C:2]([F:1])([C:30]([F:31])([F:32])[F:33])[CH2:3][O:4][C:5]1[CH:6]=[CH:7][C:8]([CH2:11][N:12]2[CH2:18][CH2:17][CH2:16][N:15]([CH2:19][C:20]3[CH:29]=[CH:28][C:23]([C:24]([OH:26])=[O:25])=[CH:22][CH:21]=3)[CH2:14][CH2:13]2)=[CH:9][CH:10]=1, predict the reactants needed to synthesize it. The reactants are: [F:1][C:2]([F:34])([C:30]([F:33])([F:32])[F:31])[CH2:3][O:4][C:5]1[CH:10]=[CH:9][C:8]([CH2:11][N:12]2[CH2:18][CH2:17][CH2:16][N:15]([CH2:19][C:20]3[CH:29]=[CH:28][C:23]([C:24]([O:26]C)=[O:25])=[CH:22][CH:21]=3)[CH2:14][CH2:13]2)=[CH:7][CH:6]=1.C1COCC1.[OH-].[Na+]. (2) Given the product [Br:1][C:2]1[C:7]([O:8][CH3:9])=[CH:6][CH:5]=[CH:4][C:3]=1[NH:10][C:11](=[S:26])[C:12]([F:15])([F:14])[F:13], predict the reactants needed to synthesize it. The reactants are: [Br:1][C:2]1[C:7]([O:8][CH3:9])=[CH:6][CH:5]=[CH:4][C:3]=1[NH:10][C:11](=O)[C:12]([F:15])([F:14])[F:13].COC1C=CC(P2(SP(C3C=CC(OC)=CC=3)(=S)S2)=[S:26])=CC=1. (3) Given the product [NH2:8][CH:9]1[CH2:10][CH2:11][N:12]([CH2:15][CH2:16][N:17]2[C:25]3[C:20](=[CH:21][CH:22]=[C:23]([O:26][CH3:27])[CH:24]=3)[CH:19]=[C:18]2[C:28]([O:30][CH3:31])=[O:29])[CH2:13][CH2:14]1, predict the reactants needed to synthesize it. The reactants are: C(OC([NH:8][CH:9]1[CH2:14][CH2:13][N:12]([CH2:15][CH2:16][N:17]2[C:25]3[C:20](=[CH:21][CH:22]=[C:23]([O:26][CH3:27])[CH:24]=3)[CH:19]=[C:18]2[C:28]([O:30][CH3:31])=[O:29])[CH2:11][CH2:10]1)=O)(C)(C)C.Cl. (4) The reactants are: [C:1](O[BH-](OC(=O)C)OC(=O)C)(=O)C.[Na+].C(O)(=O)C.[NH:19]1[CH2:22][CH:21]([O:23][C:24]2[CH:25]=[C:26]([NH:32][C:33](=[O:55])[CH2:34][N:35]3[CH:39]=[C:38]([O:40][C:41]4[C:50]5[C:45](=[CH:46][C:47]([O:53][CH3:54])=[C:48]([O:51][CH3:52])[CH:49]=5)[N:44]=[CH:43][N:42]=4)[CH:37]=[N:36]3)[CH:27]=[CH:28][C:29]=2[O:30][CH3:31])[CH2:20]1.C=O. Given the product [CH3:31][O:30][C:29]1[CH:28]=[CH:27][C:26]([NH:32][C:33](=[O:55])[CH2:34][N:35]2[CH:39]=[C:38]([O:40][C:41]3[C:50]4[C:45](=[CH:46][C:47]([O:53][CH3:54])=[C:48]([O:51][CH3:52])[CH:49]=4)[N:44]=[CH:43][N:42]=3)[CH:37]=[N:36]2)=[CH:25][C:24]=1[O:23][CH:21]1[CH2:20][N:19]([CH3:1])[CH2:22]1, predict the reactants needed to synthesize it. (5) Given the product [CH2:12]([O:16][C:17](=[O:21])[C@H:18]([CH3:20])[NH:19][C:8]1[CH:7]=[CH:6][C:3]([C:4]#[N:5])=[C:2]([Cl:1])[CH:9]=1)[CH:13]([CH3:15])[CH3:14], predict the reactants needed to synthesize it. The reactants are: [Cl:1][C:2]1[CH:9]=[C:8](F)[CH:7]=[CH:6][C:3]=1[C:4]#[N:5].Cl.[CH2:12]([O:16][C:17](=[O:21])[CH:18]([CH3:20])[NH2:19])[CH:13]([CH3:15])[CH3:14].